From a dataset of Full USPTO retrosynthesis dataset with 1.9M reactions from patents (1976-2016). Predict the reactants needed to synthesize the given product. (1) Given the product [CH2:24]([NH:23][C:21]([C:20]1[CH:26]=[CH:27][C:17]([N:14]2[C:6]([CH2:5][CH2:4][CH2:3][CH2:2][F:1])=[C:7]([C:8]([OH:10])=[O:9])[N:16]=[N:15]2)=[CH:18][CH:19]=1)=[O:22])[CH3:25], predict the reactants needed to synthesize it. The reactants are: [F:1][CH2:2][CH2:3][CH2:4][CH2:5][C:6](=O)[CH2:7][C:8]([O:10]CC)=[O:9].[N:14]([C:17]1[CH:27]=[CH:26][C:20]([C:21]([NH:23][CH2:24][CH3:25])=[O:22])=[CH:19][CH:18]=1)=[N+:15]=[N-:16].[O-]CC.[Na+].[OH-].[Na+]. (2) The reactants are: Cl.Cl.[NH:3]1[CH2:6][CH:5]([N:7]2[C:11]3=[N:12][CH:13]=[N:14][C:15]([NH2:16])=[C:10]3[C:9]([C:17]3[CH:22]=[CH:21][C:20]([Cl:23])=[CH:19][CH:18]=3)=[N:8]2)[CH2:4]1.N1C=CC=CC=1.[CH2:30]([N:32]=[C:33]=[O:34])[CH3:31].CN(C)C=O. Given the product [CH2:30]([NH:32][C:33]([N:3]1[CH2:4][CH:5]([N:7]2[C:11]3=[N:12][CH:13]=[N:14][C:15]([NH2:16])=[C:10]3[C:9]([C:17]3[CH:22]=[CH:21][C:20]([Cl:23])=[CH:19][CH:18]=3)=[N:8]2)[CH2:6]1)=[O:34])[CH3:31], predict the reactants needed to synthesize it.